This data is from Forward reaction prediction with 1.9M reactions from USPTO patents (1976-2016). The task is: Predict the product of the given reaction. Given the reactants Cl.Cl.[NH:3]1[CH2:8][CH2:7][CH:6](/[CH:9]=[C:10]2/[C:11]([NH:16][CH2:17][C:18]#[CH:19])=[N:12][C:13](=[O:15])[S:14]/2)[CH2:5][CH2:4]1.C(=O)([O-])[O-].[K+].[K+].Br[CH2:27][C:28]1[CH:33]=[CH:32][CH:31]=[CH:30][C:29]=1[C:34]([F:37])([F:36])[F:35].O, predict the reaction product. The product is: [CH2:17]([NH:16][C:11]1=[N:12][C:13](=[O:15])[S:14]/[C:10]/1=[CH:9]\[CH:6]1[CH2:7][CH2:8][N:3]([CH2:27][C:28]2[CH:33]=[CH:32][CH:31]=[CH:30][C:29]=2[C:34]([F:35])([F:36])[F:37])[CH2:4][CH2:5]1)[C:18]#[CH:19].